This data is from Catalyst prediction with 721,799 reactions and 888 catalyst types from USPTO. The task is: Predict which catalyst facilitates the given reaction. (1) Reactant: [CH2:1]([C:3]1[NH:4][C:5]([C:8]2[C:9](F)=[CH:10][C:11]([CH3:30])=[C:12]([C:14]([N:16]3[CH2:21][CH2:20][CH:19]([C:22]4[CH:29]=[CH:28][C:25]([C:26]#[N:27])=[CH:24][CH:23]=4)[CH2:18][CH2:17]3)=[O:15])[CH:13]=2)=[N:6][N:7]=1)[CH3:2].[CH3:32][S-:33].[Na+]. Product: [CH2:1]([C:3]1[NH:4][C:5]([C:8]2[C:9]([S:33][CH3:32])=[CH:10][C:11]([CH3:30])=[C:12]([CH:13]=2)[C:14]([N:16]2[CH2:21][CH2:20][CH:19]([C:22]3[CH:29]=[CH:28][C:25]([C:26]#[N:27])=[CH:24][CH:23]=3)[CH2:18][CH2:17]2)=[O:15])=[N:6][N:7]=1)[CH3:2]. The catalyst class is: 9. (2) Reactant: [C:1]([N:4]1[CH2:9][CH2:8][NH:7][CH2:6][CH2:5]1)(=[O:3])[CH3:2].[Cl:10][CH2:11][C:12]([C:14]1[CH:19]=[CH:18][C:17]([F:20])=[CH:16][CH:15]=1)=[O:13].C(=O)([O-])O.[K+]. Product: [ClH:10].[C:1]([N:4]1[CH2:9][CH2:8][N:7]([CH2:11][C:12]([C:14]2[CH:19]=[CH:18][C:17]([F:20])=[CH:16][CH:15]=2)=[O:13])[CH2:6][CH2:5]1)(=[O:3])[CH3:2]. The catalyst class is: 10. (3) Reactant: [Br:1][CH2:2][CH2:3][CH2:4][CH2:5][CH2:6][CH2:7][C:8]1([CH2:30][CH2:31][CH2:32][CH2:33][CH2:34][CH2:35][Br:36])[C:20]2[CH:19]=[C:18](B3OC(C)(C)C(C)(C)O3)[CH:17]=[CH:16][C:15]=2[C:14]2[C:9]1=[CH:10][CH:11]=[CH:12][CH:13]=2.Br[C:38]1[C:43]2[N:44]=[N:45][S:46][C:42]=2[C:41]([Br:47])=[CH:40][CH:39]=1.C(=O)([O-])[O-].[K+].[K+].O. Product: [Br:36][CH2:35][CH2:34][CH2:33][CH2:32][CH2:31][CH2:30][C:8]1([CH2:7][CH2:6][CH2:5][CH2:4][CH2:3][CH2:2][Br:1])[C:20]2[CH:19]=[C:18]([C:38]3[C:43]4[N:44]=[N:45][S:46][C:42]=4[C:41]([Br:47])=[CH:40][CH:39]=3)[CH:17]=[CH:16][C:15]=2[C:14]2[C:9]1=[CH:10][CH:11]=[CH:12][CH:13]=2. The catalyst class is: 206. (4) Reactant: C(Cl)(Cl)Cl.[NH:5]1[CH2:10][CH2:9][CH:8]([NH:11][C:12](=[O:18])[O:13][C:14]([CH3:17])([CH3:16])[CH3:15])[CH2:7][CH2:6]1.[C:19](OC(=O)C)(=[O:21])C.C(O)=O. Product: [CH:19]([N:5]1[CH2:6][CH2:7][CH:8]([NH:11][C:12](=[O:18])[O:13][C:14]([CH3:15])([CH3:17])[CH3:16])[CH2:9][CH2:10]1)=[O:21]. The catalyst class is: 6. (5) Reactant: [C:1]1(B(O)O)[CH:6]=[CH:5][CH:4]=[CH:3][CH:2]=1.P([O-])([O-])([O-])=O.[K+].[K+].[K+].[CH2:18]([O:25][C:26]1[CH:27]=[C:28]([CH:33]=[C:34](OS(C(F)(F)F)(=O)=O)[CH:35]=1)[C:29]([O:31][CH3:32])=[O:30])[C:19]1[CH:24]=[CH:23][CH:22]=[CH:21][CH:20]=1. Product: [CH2:18]([O:25][C:26]1[CH:27]=[C:28]([C:29]([O:31][CH3:32])=[O:30])[CH:33]=[C:34]([C:1]2[CH:6]=[CH:5][CH:4]=[CH:3][CH:2]=2)[CH:35]=1)[C:19]1[CH:24]=[CH:23][CH:22]=[CH:21][CH:20]=1. The catalyst class is: 276. (6) Reactant: [CH:1]1([CH:4]([C:10]2[CH:15]=[CH:14][CH:13]=[C:12]([O:16][CH2:17][C:18]3[CH:19]=[N:20][C:21]([C:29]4[CH:34]=[C:33]([O:35][CH3:36])[CH:32]=[CH:31][C:30]=4[F:37])=[C:22]([CH2:24][C:25]([CH3:28])([CH3:27])[CH3:26])[CH:23]=3)[CH:11]=2)[CH2:5][C:6]([O:8]C)=[O:7])[CH2:3][CH2:2]1.[OH-].[Na+].Cl. Product: [CH:1]1([CH:4]([C:10]2[CH:15]=[CH:14][CH:13]=[C:12]([O:16][CH2:17][C:18]3[CH:19]=[N:20][C:21]([C:29]4[CH:34]=[C:33]([O:35][CH3:36])[CH:32]=[CH:31][C:30]=4[F:37])=[C:22]([CH2:24][C:25]([CH3:28])([CH3:26])[CH3:27])[CH:23]=3)[CH:11]=2)[CH2:5][C:6]([OH:8])=[O:7])[CH2:2][CH2:3]1. The catalyst class is: 36.